Dataset: HIV replication inhibition screening data with 41,000+ compounds from the AIDS Antiviral Screen. Task: Binary Classification. Given a drug SMILES string, predict its activity (active/inactive) in a high-throughput screening assay against a specified biological target. (1) The molecule is O=C(c1ccccc1)C1N=NN(Cc2ccccc2[N+](=O)[O-])C1C(=O)c1ccccc1. The result is 0 (inactive). (2) The compound is O=C1CN(C(=O)c2ccccc2)Cc2[nH]c3ccccc3c21. The result is 0 (inactive). (3) The compound is CCC(C)NC1=NCC(C)S1. The result is 0 (inactive). (4) The drug is CCOc1ccc2c(ccc(C=Cc3ccc(O)c4ncccc34)[n+]2C)c1. The result is 0 (inactive). (5) The molecule is COCC(N=Cc1ccc([N+](=O)[O-])cc1)C(C)C. The result is 0 (inactive). (6) The compound is CCCCCCCCNC(=O)C1=C(C)NC(C)=C(C(=O)NCCCCCCCC)C1. The result is 0 (inactive).